The task is: Regression. Given two drug SMILES strings and cell line genomic features, predict the synergy score measuring deviation from expected non-interaction effect.. This data is from NCI-60 drug combinations with 297,098 pairs across 59 cell lines. (1) Drug 2: CCC1(C2=C(COC1=O)C(=O)N3CC4=CC5=C(C=CC(=C5CN(C)C)O)N=C4C3=C2)O.Cl. Drug 1: CC(C)(C#N)C1=CC(=CC(=C1)CN2C=NC=N2)C(C)(C)C#N. Cell line: HCC-2998. Synergy scores: CSS=15.4, Synergy_ZIP=-5.50, Synergy_Bliss=-4.09, Synergy_Loewe=-10.4, Synergy_HSA=-3.17. (2) Drug 1: C1=C(C(=O)NC(=O)N1)N(CCCl)CCCl. Drug 2: C1=CC(=CC=C1C#N)C(C2=CC=C(C=C2)C#N)N3C=NC=N3. Cell line: A549. Synergy scores: CSS=17.5, Synergy_ZIP=-4.26, Synergy_Bliss=-4.12, Synergy_Loewe=-7.41, Synergy_HSA=-4.69. (3) Drug 2: C1=NC(=NC(=O)N1C2C(C(C(O2)CO)O)O)N. Synergy scores: CSS=9.60, Synergy_ZIP=-1.03, Synergy_Bliss=3.57, Synergy_Loewe=-22.7, Synergy_HSA=1.98. Drug 1: C1CCC(C1)C(CC#N)N2C=C(C=N2)C3=C4C=CNC4=NC=N3. Cell line: PC-3. (4) Drug 1: CC1C(C(CC(O1)OC2CC(CC3=C2C(=C4C(=C3O)C(=O)C5=C(C4=O)C(=CC=C5)OC)O)(C(=O)C)O)N)O.Cl. Drug 2: C1CC(C1)(C(=O)O)C(=O)O.[NH2-].[NH2-].[Pt+2]. Cell line: K-562. Synergy scores: CSS=39.0, Synergy_ZIP=-1.84, Synergy_Bliss=1.41, Synergy_Loewe=-12.3, Synergy_HSA=3.04. (5) Drug 1: CC1=C2C(C(=O)C3(C(CC4C(C3C(C(C2(C)C)(CC1OC(=O)C(C(C5=CC=CC=C5)NC(=O)C6=CC=CC=C6)O)O)OC(=O)C7=CC=CC=C7)(CO4)OC(=O)C)O)C)OC(=O)C. Drug 2: CC1=C(C(=CC=C1)Cl)NC(=O)C2=CN=C(S2)NC3=CC(=NC(=N3)C)N4CCN(CC4)CCO. Cell line: EKVX. Synergy scores: CSS=2.52, Synergy_ZIP=-2.89, Synergy_Bliss=-2.45, Synergy_Loewe=-2.47, Synergy_HSA=-0.940. (6) Drug 1: CCC1=CC2CC(C3=C(CN(C2)C1)C4=CC=CC=C4N3)(C5=C(C=C6C(=C5)C78CCN9C7C(C=CC9)(C(C(C8N6C)(C(=O)OC)O)OC(=O)C)CC)OC)C(=O)OC.C(C(C(=O)O)O)(C(=O)O)O. Drug 2: COC1=C2C(=CC3=C1OC=C3)C=CC(=O)O2. Cell line: A498. Synergy scores: CSS=12.1, Synergy_ZIP=-4.68, Synergy_Bliss=2.06, Synergy_Loewe=-20.4, Synergy_HSA=-0.637.